Dataset: Catalyst prediction with 721,799 reactions and 888 catalyst types from USPTO. Task: Predict which catalyst facilitates the given reaction. (1) Reactant: Br[C:2]1[CH:7]=[CH:6][CH:5]=[CH:4][C:3]=1[CH2:8][CH2:9][C:10]([OH:12])=[O:11].[CH3:13][C:14]1([CH3:30])[C:18]([CH3:20])([CH3:19])[O:17][B:16]([B:16]2[O:17][C:18]([CH3:20])([CH3:19])[C:14]([CH3:30])([CH3:13])[O:15]2)[O:15]1.C([O-])(=O)C.[K+]. Product: [CH3:13][C:14]1([CH3:30])[C:18]([CH3:20])([CH3:19])[O:17][B:16]([C:2]2[CH:7]=[CH:6][CH:5]=[CH:4][C:3]=2[CH2:8][CH2:9][C:10]([OH:12])=[O:11])[O:15]1. The catalyst class is: 587. (2) The catalyst class is: 493. Product: [Cl:14][C:4]1[N:3]=[C:2]([NH:76][C:73]2[CH:74]=[CH:75][C:70]([O:69][C:68]([F:67])([F:77])[F:78])=[CH:71][CH:72]=2)[CH:7]=[C:6]([N:8]2[CH2:13][CH2:12][O:11][CH2:10][CH2:9]2)[CH:5]=1. Reactant: Cl[C:2]1[CH:7]=[C:6]([N:8]2[CH2:13][CH2:12][O:11][CH2:10][CH2:9]2)[CH:5]=[C:4]([Cl:14])[N:3]=1.CC(C)([O-])C.[K+].C1C=CC(P(C2C(C3C(P(C4C=CC=CC=4)C4C=CC=CC=4)=CC=C4C=3C=CC=C4)=C3C(C=CC=C3)=CC=2)C2C=CC=CC=2)=CC=1.[F:67][C:68]([F:78])([F:77])[O:69][C:70]1[CH:75]=[CH:74][C:73]([NH2:76])=[CH:72][CH:71]=1. (3) Reactant: [C:1]1([C:27]2[CH:32]=[CH:31][CH:30]=[CH:29][CH:28]=2)[CH:6]=[CH:5][C:4]([C:7]([N:9]2[CH2:14][CH2:13][N:12]([C:15]3[C:16]4[CH:24]=[C:23]([CH2:25][CH3:26])[S:22][C:17]=4[N:18]=[C:19]([NH2:21])[N:20]=3)[CH2:11][CH2:10]2)=[O:8])=[CH:3][CH:2]=1.[C:33]([O:38][CH2:39][CH2:40][N:41]=[C:42]=[O:43])(=[O:37])[C:34]([CH3:36])=[CH2:35]. Product: [CH3:36][C:34](=[CH2:35])[C:33]([O:38][CH2:39][CH2:40][NH:41][C:42]([NH:21][C:19]1[N:20]=[C:15]([N:12]2[CH2:11][CH2:10][N:9]([C:7]([C:4]3[CH:5]=[CH:6][C:1]([C:27]4[CH:32]=[CH:31][CH:30]=[CH:29][CH:28]=4)=[CH:2][CH:3]=3)=[O:8])[CH2:14][CH2:13]2)[C:16]2[CH:24]=[C:23]([CH2:25][CH3:26])[S:22][C:17]=2[N:18]=1)=[O:43])=[O:37]. The catalyst class is: 17. (4) Reactant: S(O)(O)(=O)=O.[NH2:6][C:7]1[CH:8]=[N:9][N:10]([CH:13]([CH3:15])[CH3:14])[C:11]=1[NH2:12].[C:16](O[C:16]([O:18][C:19]([CH3:22])([CH3:21])[CH3:20])=[O:17])([O:18][C:19]([CH3:22])([CH3:21])[CH3:20])=[O:17].O.[C:32](=[O:35])([O-])[OH:33].[Na+]. Product: [C:19]([O:18][C:16]([NH:6][C:7]1[CH:8]=[N:9][N:10]([CH:13]([CH3:15])[CH3:14])[C:11]=1[NH:12][C:32](=[O:35])[O:33][C:19]([CH3:22])([CH3:21])[CH3:20])=[O:17])([CH3:22])([CH3:21])[CH3:20]. The catalyst class is: 10. (5) Reactant: [Cl:1][C:2]1[CH:3]=[C:4]([NH:9][C:10]2[C:19]3[C:14](=[C:15]([S:23][CH3:24])[CH:16]=[C:17]([N+:20]([O-])=O)[CH:18]=3)[N:13]=[CH:12][C:11]=2[C:25]#[N:26])[CH:5]=[CH:6][C:7]=1[F:8].O.O.[Sn](Cl)(Cl)(Cl)Cl. Product: [NH2:20][C:17]1[CH:18]=[C:19]2[C:14](=[C:15]([S:23][CH3:24])[CH:16]=1)[N:13]=[CH:12][C:11]([C:25]#[N:26])=[C:10]2[NH:9][C:4]1[CH:5]=[CH:6][C:7]([F:8])=[C:2]([Cl:1])[CH:3]=1. The catalyst class is: 14. (6) Reactant: CC(C)(C)C(C1C(CC(C)(C)C(OCC)=O)=C(C(C2C=CC=CC=2)=O)N2C=1C=C(O)C=C2)=O.[Cl:34][C:35]1[CH:40]=[CH:39][C:38]([C:41]([C:43]2[N:51]3[C:46]([CH:47]=[C:48]([OH:52])[CH:49]=[CH:50]3)=[C:45]([C:53](=[O:58])[C:54]([CH3:57])([CH3:56])[CH3:55])[C:44]=2[CH2:59][C:60]([CH3:67])([CH3:66])[C:61]([O:63][CH2:64][CH3:65])=[O:62])=[O:42])=[CH:37][CH:36]=1.Cl.Cl[CH2:70][C:71]1[CH:80]=[CH:79][C:78]2[C:73](=[CH:74][CH:75]=[CH:76][CH:77]=2)[N:72]=1.C(=O)([O-])[O-].[K+].[K+]. The catalyst class is: 3. Product: [Cl:34][C:35]1[CH:36]=[CH:37][C:38]([C:41]([C:43]2[N:51]3[C:46]([CH:47]=[C:48]([O:52][CH2:70][C:71]4[CH:80]=[CH:79][C:78]5[C:73](=[CH:74][CH:75]=[CH:76][CH:77]=5)[N:72]=4)[CH:49]=[CH:50]3)=[C:45]([C:53](=[O:58])[C:54]([CH3:56])([CH3:57])[CH3:55])[C:44]=2[CH2:59][C:60]([CH3:66])([CH3:67])[C:61]([O:63][CH2:64][CH3:65])=[O:62])=[O:42])=[CH:39][CH:40]=1. (7) Reactant: [NH2:1][CH2:2][C:3]1[CH:11]=[CH:10][C:6]([C:7]([OH:9])=[O:8])=[CH:5][CH:4]=1.Cl.O.[OH-].[Na+].[C:16](O[C:16]([O:18][C:19]([CH3:22])([CH3:21])[CH3:20])=[O:17])([O:18][C:19]([CH3:22])([CH3:21])[CH3:20])=[O:17]. Product: [C:19]([O:18][C:16]([NH:1][CH2:2][C:3]1[CH:4]=[CH:5][C:6]([C:7]([OH:9])=[O:8])=[CH:10][CH:11]=1)=[O:17])([CH3:22])([CH3:21])[CH3:20]. The catalyst class is: 12. (8) Reactant: [C:1]1([CH3:11])[CH:6]=[CH:5][CH:4]=[CH:3][C:2]=1[CH2:7][C:8]([OH:10])=O.Cl.CN(C)CCCN=C=NCC.O.OC1C2N=NNC=2C=CC=1.[NH2:35][C:36]1[CH:37]=[C:38]2[C:42](=[CH:43][CH:44]=1)[NH:41][N:40]=[C:39]2[C:45]1[NH:46][C:47]2[C:48]([N:61]=1)=[CH:49][C:50]1[C:51]([CH3:60])([CH3:59])[C:52](=[O:58])[N:53]([CH2:56][CH3:57])[C:54]=1[CH:55]=2. Product: [CH2:56]([N:53]1[C:54]2[CH:55]=[C:47]3[N:46]=[C:45]([C:39]4[C:38]5[C:42](=[CH:43][CH:44]=[C:36]([NH:35][C:8](=[O:10])[CH2:7][C:2]6[CH:3]=[CH:4][CH:5]=[CH:6][C:1]=6[CH3:11])[CH:37]=5)[NH:41][N:40]=4)[NH:61][C:48]3=[CH:49][C:50]=2[C:51]([CH3:60])([CH3:59])[C:52]1=[O:58])[CH3:57]. The catalyst class is: 18.